From a dataset of Reaction yield outcomes from USPTO patents with 853,638 reactions. Predict the reaction yield, written as a fraction of the theoretical maximum amount of product (1.0 means a 100% yield; for example, 0.34 means a 34% yield). (1) The reactants are [Cl:1][C:2]1[C:7]([CH2:8][OH:9])=[CH:6][CH:5]=[C:4]([Cl:10])[N:3]=1.CC(OI1(OC(C)=O)(OC(C)=O)OC(=O)C2C=CC=CC1=2)=O. The catalyst is C(Cl)Cl. The product is [Cl:1][C:2]1[N:3]=[C:4]([Cl:10])[CH:5]=[CH:6][C:7]=1[CH:8]=[O:9]. The yield is 0.800. (2) The reactants are Cl[CH2:2][C:3]1[O:4][C:5]([C:8]2[CH:13]=[CH:12][C:11]([Cl:14])=[CH:10][C:9]=2[Cl:15])=[N:6][N:7]=1.[Cl:16][C:17]1[CH:22]=[CH:21][CH:20]=[CH:19][C:18]=1[N:23]1[C:27]([C:28]2[CH:33]=[CH:32][N:31]=[CH:30][CH:29]=2)=[N:26][N:25]=[C:24]1[SH:34].C([O-])([O-])=O.[K+].[K+]. The catalyst is C(#N)C. The product is [Cl:15][C:9]1[CH:10]=[C:11]([Cl:14])[CH:12]=[CH:13][C:8]=1[C:5]1[O:4][C:3]([CH2:2][S:34][C:24]2[N:23]([C:18]3[CH:19]=[CH:20][CH:21]=[CH:22][C:17]=3[Cl:16])[C:27]([C:28]3[CH:29]=[CH:30][N:31]=[CH:32][CH:33]=3)=[N:26][N:25]=2)=[N:7][N:6]=1. The yield is 0.850. (3) The reactants are [C:1]1([CH:7]2[C:15]3[O:14][C:13](=O)[NH:12][C:11](=[O:17])[C:10]=3[CH2:9][CH2:8]2)[CH:6]=[CH:5][CH:4]=[CH:3][CH:2]=1.O.[NH3:19]. No catalyst specified. The product is [C:1]1([CH:7]2[C:15]3[NH:19][C:13](=[O:14])[NH:12][C:11](=[O:17])[C:10]=3[CH2:9][CH2:8]2)[CH:6]=[CH:5][CH:4]=[CH:3][CH:2]=1. The yield is 1.00. (4) The reactants are [CH3:1][C@H:2]1[C@:14]23[CH:17]=[C:18]([CH3:21])[C@H:19]([OH:20])[C@@:13]2([OH:22])[C@H:12]([OH:23])[C:11]([CH2:24][OH:25])=[CH:10][C@H:9]([C:15]3=[O:16])[C@@H:5]2[C:6]([CH3:8])([CH3:7])[C@@H:4]2[CH2:3]1.C([O-])(O)=O.[Na+].O.[C:32]1(C)[CH:37]=CC(S(O)(=O)=O)=C[CH:33]=1. The catalyst is CC(C)=O. The product is [CH3:1][C@H:2]1[C:14]23[CH:17]=[C:18]([CH3:21])[C@H:19]([OH:20])[C@@:13]2([OH:22])[C@H:12]2[C:11]([CH2:24][O:25][C:32]([CH3:37])([CH3:33])[O:23]2)=[CH:10][CH:9]([C:15]3=[O:16])[CH:5]2[C:6]([CH3:8])([CH3:7])[CH:4]2[CH2:3]1. The yield is 0.690. (5) The reactants are [C:1](N1C=CC=CC1=O)(N1C=CC=CC1=O)=[S:2].[CH3:17][O:18][CH2:19][C:20]1[N:25]=[CH:24][N:23]=[C:22]([NH2:26])[CH:21]=1. The catalyst is ClCCl. The product is [N:26]([C:22]1[CH:21]=[C:20]([CH2:19][O:18][CH3:17])[N:25]=[CH:24][N:23]=1)=[C:1]=[S:2]. The yield is 0.490.